From a dataset of Full USPTO retrosynthesis dataset with 1.9M reactions from patents (1976-2016). Predict the reactants needed to synthesize the given product. (1) Given the product [CH:1]([C:4]1[N:9]=[C:8]([O:10][CH3:11])[C:7]([C:12]2[N:17]=[C:16]3[N:18]([CH3:25])[CH:19]=[C:20]([CH:21]([CH3:24])[CH2:22][O:23][CH3:31])[C:15]3=[N:14][C:13]=2[CH3:26])=[CH:6][CH:5]=1)([CH3:3])[CH3:2], predict the reactants needed to synthesize it. The reactants are: [CH:1]([C:4]1[N:9]=[C:8]([O:10][CH3:11])[C:7]([C:12]2[N:17]=[C:16]3[N:18]([CH3:25])[CH:19]=[C:20]([CH:21]([CH3:24])[CH2:22][OH:23])[C:15]3=[N:14][C:13]=2[CH3:26])=[CH:6][CH:5]=1)([CH3:3])[CH3:2].[H-].[Na+].CI.[C:31](=O)(O)[O-].[Na+]. (2) Given the product [CH3:57][C:54]1[S:55][CH:56]=[C:52]([C:49]2[CH:50]=[CH:51][C:46]([C:45]([OH:58])=[O:44])=[CH:47][CH:48]=2)[N:53]=1, predict the reactants needed to synthesize it. The reactants are: COC(=O)C1C=CC(C(=O)C)=CC=1.C([O-])(=O)C1C=CC=CC=1.BrBr.COC(=O)C1C=CC(C(=O)CBr)=CC=1.C(N)(=S)C.C[O:44][C:45](=[O:58])[C:46]1[CH:51]=[CH:50][C:49]([C:52]2[N:53]=[C:54]([CH3:57])[S:55][CH:56]=2)=[CH:48][CH:47]=1.[OH-].[Li+].